This data is from Experimentally validated miRNA-target interactions with 360,000+ pairs, plus equal number of negative samples. The task is: Binary Classification. Given a miRNA mature sequence and a target amino acid sequence, predict their likelihood of interaction. (1) The miRNA is cel-miR-268 with sequence GGCAAGAAUUAGAAGCAGUUUGGU. The protein sequence of the target gene is MPSGFQQIGSDDGEPPRQRVTGTLVLAVFSAVLGSLQFGYNIGVINAPQKVIEQSYNATWLGRQGPGGPDSIPQGTLTTLWALSVAIFSVGGMISSFLIGIISQWLGRKRAMLANNVLAVLGGALMGLANAAASYEILILGRFLIGAYSGLTSGLVPMYVGEIAPTHLRGALGTLNQLAIVIGILVAQVLGLESMLGTATLWPLLLALTVLPALLQLILLPFCPESPRYLYIIRNLEGPARKSLKRLTGWADVSDALAELKDEKRKLERERPMSLLQLLGSRTHRQPLIIAVVLQLSQQL.... Result: 0 (no interaction). (2) The miRNA is hsa-miR-329-3p with sequence AACACACCUGGUUAACCUCUUU. The protein sequence of the target gene is MGDWNLLGDTLEEVHIHSTMIGKIWLTILFIFRMLVLGVAAEDVWNDEQSGFICNTEQPGCRNVCYDQAFPISLIRYWVLQVIFVSSPSLVYMGHALYRLRVLEEERQRMKAQLRVELEEVEFEMPRDRRRLEQELCQLEKRKLNKAPLRGTLLCTYVIHIFTRSVVEVGFMIGQYLLYGFHLEPLFKCHGHPCPNIIDCFVSRPTEKTIFLLFMQSIATISLFLNILEIFHLGFKKIKRGLWGKYKLKKEHNEFHANKAKQNVAKYQSTSANSLKRLPSAPDYNLLVEKQTHTAVYPSL.... Result: 0 (no interaction). (3) The miRNA is mmu-miR-669f-3p with sequence CAUAUACAUACACACACACGUAU. The protein sequence of the target gene is MGVIGIQLVVTMVMASVMQKIIPHYSLARWLLCNGSLRWYQHPSEEELRILAGKQQKGKSKKDRKYNGHIENKPLTIPKDIDLHLETKSVTEVDTLALHYFPEYQWLVDFTVAATIVYLVTEVYYSFMKPTQEMNISLVWCLLVLSFAIKVLFSLTTHYFKVEDGGERSVCVTFGFFFFVKAMAVLIVTENYLEFGLETGFTNFSDSAMQFLEKQGLESQGPVSKLTFKFFLAVFCSLIGAFLTFPGLRLAQMHLDALNMATEKITQTLLHINFLAPLFMVLLWVKPITKDYIMNPPLGR.... Result: 1 (interaction). (4) The miRNA is hsa-miR-4528 with sequence UCAUUAUAUGUAUGAUCUGGAC. The protein sequence of the target gene is MLGAADESSVRVAVRIRPQLAKEKIEGCHICTSVTPGEPQVFLGKDKAFTFDYVFDIDSQQEQIYTQCIEKLIEGCFEGYNATVFAYGQTGAGKTYTMGTGFDVNIMEEEQGIISRAVRHLFKSIDEKKTSAIKNGLPPPEFKVNAQFLELYNEEVLDLFDTTRDIDAKNKKSNIRIHEDSTGGIYTVGVTTRTVNTEPEMMQCLKLGALSRTTASTQMNVQSSRSHAIFTIHVCQTRVCPQTDAENATDNKLISESSPMNEFETLTAKFHFVDLAGSERLKRTGATGERAKEGISINCG.... Result: 0 (no interaction). (5) The miRNA is hsa-miR-3159 with sequence UAGGAUUACAAGUGUCGGCCAC. The protein sequence of the target gene is MEAKVRPSRRSRAQRDRGRRREAARDARAQSPSSGDEPEPSPGKENAGLRGAPPRGAAPAPRTARPPRRRRRESSSQEEEVIDGFAIASFSTLEALEKDMALKPHERKEKWERRLIKKPRESETCPPAEPSENRRPLEAGSPGQDLEPACDGARKVPLQPSKQMKVTVSKGGDRDSDDDSVLEATSSRDPLSDSSAHAVSGRGYSCDSESGPDDKASVGSEKLFAPGTDKGPALEKSEAKAGPVPKVSGLERSRELSAESFLPTASPAPHAAPCPGPPPGSRANPLVKKEPPAPHRHTPQ.... Result: 0 (no interaction). (6) Result: 1 (interaction). The miRNA is hsa-miR-3615 with sequence UCUCUCGGCUCCUCGCGGCUC. The protein sequence of the target gene is MASATAPAAAVPTLASPLEQLRHLAEELRLLLPRVRVGEAQETTEEFNREMFWRRLNEAAVTVSREATTLTIVFSQLPLPSPQETQKFCEQVHAAIKAFIAVYYLLPKDQGITLRKLVRGATLDIVDGMAQLMEVLSVTPTQSPENNDLISYNSVWVACQQMPQIPRDNKAAALLMLTKNVDFVKDAHEEMEQAVEECDPYSGLLNDTEENNSDNHNHEDDVLGFPSNQDLYWSEDDQELIIPCLALVRASKACLKKIRMLVAENGKKDQVAQLDDIVDISDEISPSVDDLALSIYPPMC.... (7) The miRNA is hsa-miR-627-5p with sequence GUGAGUCUCUAAGAAAAGAGGA. The protein sequence of the target gene is MAEERPPRLVDYFVVAGLAGNGAPIPEETWVPEPSGPLRPPRPAEPITDVAVIARALGEEVPQGYTCIQASAGGHPLELSAGLLGGTQPVICYRRGRDKPPLVELGVLYEGKERPKPGFQVLDTTPYSHSANLAPPGPGHPRTYLTYRRAAEGAGLHALGITDLCLVLPSKGEGTPHTYCRLPRNLNPGMWGPAVYLCYKVGLAKANTLVYEAELLGRYPEEDNEAFPLPESVPVFCLPMGATIECWPAQTKYPVPVFSTFVLTGAAGDKVYGAALQFYEAFPRARLSERQARALGLLSA.... Result: 0 (no interaction). (8) The miRNA is hsa-miR-5683 with sequence UACAGAUGCAGAUUCUCUGACUUC. Result: 0 (no interaction). The protein sequence of the target gene is MALNGAEVDDFSWEPPTEAETKVLQARRERQDRISRLMGDYLLRGYRMLGETCADCGTILLQDKQRKIYCVACQELDSDVDKDNPALNAQAALSQAREHQLASASELPLGSRPAPQPPVPRPEHCEGAAAGLKAAQGPPAPAVPPNTDVMACTQTALLQKLTWASAELGSSTSLETSIQLCGLIRACAEALRSLQQLQH. (9) The miRNA is hsa-miR-1262 with sequence AUGGGUGAAUUUGUAGAAGGAU. The protein sequence of the target gene is MFSWMGRQAGGRERAGGADAVQTVTGGLRSLYLRKVLPLEEAYRFHEFHSPALEDADFENKPMILLVGQYSTGKTTFIRYLLEQDFPGMRIGPEPTTDSFIAVMYGETEGSTPGNALVVDPKKPFRKLSRFGNAFLNRFMCSQLPNQVLKSISVIDSPGILSGEKQRISRGYDFCQVLQWFAERVDRIILLFDAHKLDISDEFSEAIKAFRGQDDKIRVVLNKADQVDTQQLMRVYGALMWSLGKVINTPEVLRVYIGSFWAQPLQNTDNRRLFEAEAQDLFRDIQSLPQKAAVRKLNDL.... Result: 1 (interaction). (10) The miRNA is hsa-miR-151a-3p with sequence CUAGACUGAAGCUCCUUGAGG. The protein sequence of the target gene is MNGGAERAMRSLPSLGGLALLCCAAAAAAAAVASAASAGNVTGGGGAAGQVDASPGPGLRGEPSHPFPRATAPTAQAPRTGPPRATVHRPLAATSPAQSPETTPLWATAGPSSTTFQAPLGPSPTTPPAAERTSTTSQAPTRPAPTTLSTTTGPAPTTPVATTVPAPTTPRTPTPDLPSSSNSSVLPTPPATEAPSSPPPEYVCNCSVVGSLNVNRCNQTTGQCECRPGYQGLHCETCKEGFYLNYTSGLCQPCDCSPHGALSIPCNSSGKCQCKVGVIGSICDRCQDGYYGFSKNGCLP.... Result: 1 (interaction).